From a dataset of NCI-60 drug combinations with 297,098 pairs across 59 cell lines. Regression. Given two drug SMILES strings and cell line genomic features, predict the synergy score measuring deviation from expected non-interaction effect. Drug 1: CCCS(=O)(=O)NC1=C(C(=C(C=C1)F)C(=O)C2=CNC3=C2C=C(C=N3)C4=CC=C(C=C4)Cl)F. Drug 2: B(C(CC(C)C)NC(=O)C(CC1=CC=CC=C1)NC(=O)C2=NC=CN=C2)(O)O. Cell line: RXF 393. Synergy scores: CSS=14.3, Synergy_ZIP=2.48, Synergy_Bliss=4.18, Synergy_Loewe=5.42, Synergy_HSA=5.43.